This data is from Peptide-MHC class II binding affinity with 134,281 pairs from IEDB. The task is: Regression. Given a peptide amino acid sequence and an MHC pseudo amino acid sequence, predict their binding affinity value. This is MHC class II binding data. (1) The peptide sequence is MHASYLFQQDKHYDLSYDTG. The MHC is DRB1_0401 with pseudo-sequence DRB1_0401. The binding affinity (normalized) is 0. (2) The peptide sequence is VDGRGNYNTDLLPDW. The MHC is DRB1_0405 with pseudo-sequence DRB1_0405. The binding affinity (normalized) is 0.506. (3) The peptide sequence is AVPWYAVAFNAIVAA. The MHC is DRB1_0701 with pseudo-sequence DRB1_0701. The binding affinity (normalized) is 0.635. (4) The peptide sequence is GELQIVDKIDAADKI. The MHC is DRB4_0101 with pseudo-sequence DRB4_0103. The binding affinity (normalized) is 0.610. (5) The peptide sequence is AGAEPAGKATTEEQK. The MHC is DRB4_0101 with pseudo-sequence DRB4_0103. The binding affinity (normalized) is 0. (6) The peptide sequence is NVKCKTPTQLAETID. The MHC is DRB1_0405 with pseudo-sequence DRB1_0405. The binding affinity (normalized) is 0.330. (7) The binding affinity (normalized) is 0.614. The MHC is DRB1_0101 with pseudo-sequence DRB1_0101. The peptide sequence is MEVICLNSYDSIMDF.